Dataset: Full USPTO retrosynthesis dataset with 1.9M reactions from patents (1976-2016). Task: Predict the reactants needed to synthesize the given product. Given the product [CH2:17]([C:19]1[C:27]2[C:22](=[CH:23][CH:24]=[C:25]([O:28][C:29]([F:30])([F:32])[F:31])[CH:26]=2)[N:21]([NH:33][C:8]([C:7]2[C:2]([CH3:1])=[N:3][C:4]([C:11]3[N:16]=[CH:15][CH:14]=[CH:13][N:12]=3)=[N:5][CH:6]=2)=[O:10])[CH:20]=1)[CH3:18], predict the reactants needed to synthesize it. The reactants are: [CH3:1][C:2]1[C:7]([C:8]([OH:10])=O)=[CH:6][N:5]=[C:4]([C:11]2[N:16]=[CH:15][CH:14]=[CH:13][N:12]=2)[N:3]=1.[CH2:17]([C:19]1[C:27]2[C:22](=[CH:23][CH:24]=[C:25]([O:28][C:29]([F:32])([F:31])[F:30])[CH:26]=2)[N:21]([NH2:33])[CH:20]=1)[CH3:18].C[N+]1(C2N=C(OC)N=C(OC)N=2)CCOCC1.[Cl-].